From a dataset of Reaction yield outcomes from USPTO patents with 853,638 reactions. Predict the reaction yield, written as a fraction of the theoretical maximum amount of product (1.0 means a 100% yield; for example, 0.34 means a 34% yield). (1) The reactants are C([Si](C(C)C)(C(C)C)[O:5][C:6]([C:9]1[O:10][CH:11]=[CH:12][CH:13]=1)=[CH:7][Cl:8])(C)C.C([O-])(O)=O.[Na+].C(Cl)Cl. The catalyst is C(#N)C. The product is [Cl:8][CH2:7][C:6]([C:9]1[O:10][CH:11]=[CH:12][CH:13]=1)=[O:5]. The yield is 0.670. (2) The reactants are CC([O-])(C)C.[K+].[Cl:7][C:8]1[N:13]=[N:12][C:11]([NH:14]/[N:15]=[C:16](/[CH3:23])\[CH2:17][C:18](OCC)=[O:19])=[CH:10][CH:9]=1. The catalyst is C(O)C. The product is [Cl:7][C:8]1[N:13]=[N:12][C:11]([N:14]2[C:18](=[O:19])[CH:17]=[C:16]([CH3:23])[NH:15]2)=[CH:10][CH:9]=1. The yield is 0.930. (3) The reactants are [C:1]([CH2:4][C:5]1[CH:13]=[CH:12][CH:11]=[CH:10][C:6]=1[C:7](O)=[O:8])(O)=[O:2].[NH4+:14].[OH-]. No catalyst specified. The product is [C:7]1(=[O:8])[C:6]2[C:5](=[CH:13][CH:12]=[CH:11][CH:10]=2)[CH2:4][C:1](=[O:2])[NH:14]1. The yield is 0.740. (4) The reactants are [Cl:1][C:2]1[CH:10]=[CH:9][C:5]([C:6]([NH2:8])=O)=[C:4]([O:11][CH:12]([CH3:14])[CH3:13])[N:3]=1.N1C=CC=CC=1.P(Cl)(Cl)(Cl)=O. The catalyst is C(#N)C. The product is [Cl:1][C:2]1[CH:10]=[CH:9][C:5]([C:6]#[N:8])=[C:4]([O:11][CH:12]([CH3:14])[CH3:13])[N:3]=1. The yield is 0.810. (5) The reactants are [F:1][C:2]1[CH:3]=[C:4]([O:8][CH2:9][C:10]#[N:11])[CH:5]=[N:6][CH:7]=1.C([O-])([O-])=[O:13].[K+].[K+].CS(C)=O.OO. The catalyst is O. The product is [F:1][C:2]1[CH:3]=[C:4]([O:8][CH2:9][C:10]([NH2:11])=[O:13])[CH:5]=[N:6][CH:7]=1. The yield is 0.600. (6) The reactants are Cl.[NH2:2][C@@H:3]([CH2:8][NH:9][C:10]([O:12][C:13]([CH3:16])([CH3:15])[CH3:14])=[O:11])[C:4]([O:6][CH3:7])=[O:5].Cl[CH2:18][CH2:19][N:20]([CH2:23][CH2:24]Cl)[CH2:21][CH3:22]. The catalyst is C(N(CC)C(C)C)(C)C. The product is [C:13]([O:12][C:10]([NH:9][CH2:8][C@H:3]([N:2]1[CH2:22][CH2:21][N:20]([CH2:23][CH3:24])[CH2:19][CH2:18]1)[C:4]([O:6][CH3:7])=[O:5])=[O:11])([CH3:16])([CH3:15])[CH3:14]. The yield is 0.400.